From a dataset of Forward reaction prediction with 1.9M reactions from USPTO patents (1976-2016). Predict the product of the given reaction. (1) Given the reactants [F:1][C:2]1[CH:7]=[CH:6][CH:5]=[C:4]([F:8])[C:3]=1[N:9]1[C:14]2[N:15]=[C:16](S(C)=O)[N:17]=[C:18]([C:19]3[CH:20]=[C:21]([CH:28]=[CH:29][C:30]=3[CH3:31])[C:22]([NH:24][CH:25]([CH3:27])[CH3:26])=[O:23])[C:13]=2[CH2:12][NH:11][C:10]1=[O:35].Cl.Cl.[NH:38]1[CH:42]=[CH:41][N:40]=[C:39]1[CH2:43][NH2:44].C(N(CC)C(C)C)(C)C, predict the reaction product. The product is: [F:1][C:2]1[CH:7]=[CH:6][CH:5]=[C:4]([F:8])[C:3]=1[N:9]1[C:14]2[N:15]=[C:16]([NH:44][CH2:43][C:39]3[NH:38][CH:42]=[CH:41][N:40]=3)[N:17]=[C:18]([C:19]3[CH:20]=[C:21]([CH:28]=[CH:29][C:30]=3[CH3:31])[C:22]([NH:24][CH:25]([CH3:27])[CH3:26])=[O:23])[C:13]=2[CH2:12][NH:11][C:10]1=[O:35]. (2) Given the reactants CC1C=CC(S(O)(=O)=O)=CC=1.[CH:12]1([N:18]([CH2:52][CH:53](OC)[O:54]C)[C:19](=[O:51])[CH2:20][CH2:21][O:22][CH2:23][CH2:24][C:25]2[CH:30]=[CH:29][CH:28]=[C:27]([CH2:31][N:32]3[CH2:50][CH2:49][C:35]4([O:40][CH2:39][CH2:38][N:37]([C:41]([C:43]5[N:44]=[C:45]([CH3:48])[S:46][CH:47]=5)=[O:42])[CH2:36]4)[CH2:34][CH2:33]3)[CH:26]=2)[CH2:17][CH2:16][CH2:15][CH2:14][CH2:13]1.C(=O)(O)[O-].[Na+], predict the reaction product. The product is: [CH:12]1([N:18]([CH2:52][CH:53]=[O:54])[C:19](=[O:51])[CH2:20][CH2:21][O:22][CH2:23][CH2:24][C:25]2[CH:30]=[CH:29][CH:28]=[C:27]([CH2:31][N:32]3[CH2:50][CH2:49][C:35]4([O:40][CH2:39][CH2:38][N:37]([C:41]([C:43]5[N:44]=[C:45]([CH3:48])[S:46][CH:47]=5)=[O:42])[CH2:36]4)[CH2:34][CH2:33]3)[CH:26]=2)[CH2:17][CH2:16][CH2:15][CH2:14][CH2:13]1. (3) Given the reactants [Cl:1][C:2]1[CH:3]=[C:4]([CH:8]=[CH:9][C:10]=1[N:11]1[CH2:15][CH2:14][CH:13]([N:16]([CH3:18])[CH3:17])[CH2:12]1)[C:5]([OH:7])=O.[Cl:19][C:20]1[CH:31]=[CH:30][C:23]2[NH:24][C:25]([C@@H:27]([NH2:29])[CH3:28])=[N:26][C:22]=2[CH:21]=1.CN(C(ON1N=NC2C=CC=CC1=2)=[N+](C)C)C.[B-](F)(F)(F)F, predict the reaction product. The product is: [Cl:1][C:2]1[CH:3]=[C:4]([CH:8]=[CH:9][C:10]=1[N:11]1[CH2:15][CH2:14][CH:13]([N:16]([CH3:18])[CH3:17])[CH2:12]1)[C:5]([NH:29][C@H:27]([C:25]1[NH:24][C:23]2[CH:30]=[CH:31][C:20]([Cl:19])=[CH:21][C:22]=2[N:26]=1)[CH3:28])=[O:7]. (4) Given the reactants [CH3:1][O:2][C:3]1[C:11]2[O:10][C:9]([CH3:13])([CH3:12])[CH2:8][C:7]=2[CH:6]=[C:5]([CH2:14][C:15]([CH3:20])([CH3:19])C(O)=O)[CH:4]=1.C1(P(N=[N+]=[N-])(C2C=CC=CC=2)=[O:28])C=CC=CC=1.C([N:40]([CH2:43]C)CC)C.[NH2:45][C:46]1[CH:51]=[CH:50][CH:49]=[CH:48][CH:47]=1, predict the reaction product. The product is: [CH3:1][O:2][C:3]1[C:11]2[O:10][C:9]([CH3:12])([CH3:13])[CH2:8][C:7]=2[CH:6]=[C:5]([CH2:14][C:15]([NH:40][C:43]([NH:45][C:46]2[CH:51]=[CH:50][CH:49]=[CH:48][CH:47]=2)=[O:28])([CH3:19])[CH3:20])[CH:4]=1.